Dataset: Reaction yield outcomes from USPTO patents with 853,638 reactions. Task: Predict the reaction yield, written as a fraction of the theoretical maximum amount of product (1.0 means a 100% yield; for example, 0.34 means a 34% yield). The reactants are Cl.[O:2]=[C:3]1[NH:12][C:11]2[N:10]=[CH:9][C:8](/[CH:13]=[CH:14]/[C:15]([OH:17])=O)=[CH:7][C:6]=2[CH2:5][CH2:4]1.[CH:18]1[CH:19]=[CH:20]C2N(O)N=[N:24][C:22]=2[CH:23]=1.CCN(C(C)C)C(C)C.N1CCCCC1.CCN=C=NCCCN(C)C. The catalyst is CN(C=O)C. The product is [O:17]=[C:15]([N:24]1[CH2:20][CH2:19][CH2:18][CH2:23][CH2:22]1)/[CH:14]=[CH:13]/[C:8]1[CH:7]=[C:6]2[C:11](=[N:10][CH:9]=1)[NH:12][C:3](=[O:2])[CH2:4][CH2:5]2. The yield is 0.690.